The task is: Predict hERG channel inhibition at various concentrations.. This data is from hERG Central: cardiac toxicity at 1µM, 10µM, and general inhibition. (1) The compound is CCC(=O)c1ccccc1OCCN1CCN(Cc2ccccc2)CC1.O=C(O)C(=O)O. Results: hERG_inhib (hERG inhibition (general)): blocker. (2) The molecule is C=CCOC(=O)C1=C(C)NC(SCC(=O)N(CC)CC)=C(C#N)C1c1ccco1. Results: hERG_inhib (hERG inhibition (general)): blocker. (3) The drug is Cl.c1ccc(C(c2nnnn2Cc2ccco2)N2CCN(C3CCCC3)CC2)cc1. Results: hERG_inhib (hERG inhibition (general)): blocker. (4) The drug is O=C(C1=C[C@@H](C2CC2)C[C@@H](OCc2ccc(CO)cc2)O1)N1CCN(Cc2ccc3c(c2)OCO3)CC1. Results: hERG_inhib (hERG inhibition (general)): blocker.